Dataset: Full USPTO retrosynthesis dataset with 1.9M reactions from patents (1976-2016). Task: Predict the reactants needed to synthesize the given product. (1) Given the product [Cl:16][CH2:17][C:18]([NH:9][C:7]([C:4]1[CH:3]=[CH:2][C:1]([C:10]2[CH:11]=[CH:12][CH:13]=[CH:14][CH:15]=2)=[CH:6][CH:5]=1)=[O:8])=[O:19], predict the reactants needed to synthesize it. The reactants are: [C:1]1([C:10]2[CH:15]=[CH:14][CH:13]=[CH:12][CH:11]=2)[CH:6]=[CH:5][C:4]([C:7]([NH2:9])=[O:8])=[CH:3][CH:2]=1.[Cl:16][CH2:17][C:18](Cl)=[O:19]. (2) Given the product [CH2:7]([O:14][C:15](=[O:31])[NH:16][C@@H:17]([CH2:18][C:19]1[CH:24]=[CH:23][CH:22]=[CH:21][CH:20]=1)[CH:25]=[O:30])[C:8]1[CH:9]=[CH:10][CH:11]=[CH:12][CH:13]=1, predict the reactants needed to synthesize it. The reactants are: [H-].[Al+3].[Li+].[H-].[H-].[H-].[CH2:7]([O:14][C:15](=[O:31])[NH:16][C@H:17]([C:25](=[O:30])N(OC)C)[CH2:18][C:19]1[CH:24]=[CH:23][CH:22]=[CH:21][CH:20]=1)[C:8]1[CH:13]=[CH:12][CH:11]=[CH:10][CH:9]=1. (3) Given the product [C:29]1([S:26](/[CH:24]=[CH:25]/[C:13]2[CH:12]=[CH:11][C:10]([N:16]3[S:20](=[O:22])(=[O:21])[NH:19][C:18](=[O:23])[CH2:17]3)=[C:9]([O:8][CH2:1][C:2]3[CH:7]=[CH:6][CH:5]=[CH:4][CH:3]=3)[CH:14]=2)(=[O:28])=[O:27])[CH:34]=[CH:33][CH:32]=[CH:31][CH:30]=1, predict the reactants needed to synthesize it. The reactants are: [CH2:1]([O:8][C:9]1[CH:14]=[C:13](I)[CH:12]=[CH:11][C:10]=1[N:16]1[S:20](=[O:22])(=[O:21])[NH:19][C:18](=[O:23])[CH2:17]1)[C:2]1[CH:7]=[CH:6][CH:5]=[CH:4][CH:3]=1.[CH:24]([S:26]([C:29]1[CH:34]=[CH:33][CH:32]=[CH:31][CH:30]=1)(=[O:28])=[O:27])=[CH2:25].C(N(CC)CC)C.